From a dataset of Full USPTO retrosynthesis dataset with 1.9M reactions from patents (1976-2016). Predict the reactants needed to synthesize the given product. Given the product [N:30]([CH:6]([CH3:29])[CH2:7][O:8][C@H:9]1[CH2:14][CH2:13][C@H:12]([C:15]2[O:16][C:17]3[CH:23]=[C:22]([O:24][CH2:25][CH:26]4[CH2:28][CH2:27]4)[CH:21]=[CH:20][C:18]=3[N:19]=2)[CH2:11][CH2:10]1)=[N+:31]=[N-:32], predict the reactants needed to synthesize it. The reactants are: CS(O[CH:6]([CH3:29])[CH2:7][O:8][C@H:9]1[CH2:14][CH2:13][C@H:12]([C:15]2[O:16][C:17]3[CH:23]=[C:22]([O:24][CH2:25][CH:26]4[CH2:28][CH2:27]4)[CH:21]=[CH:20][C:18]=3[N:19]=2)[CH2:11][CH2:10]1)(=O)=O.[N-:30]=[N+:31]=[N-:32].[Na+].